This data is from Full USPTO retrosynthesis dataset with 1.9M reactions from patents (1976-2016). The task is: Predict the reactants needed to synthesize the given product. Given the product [C:1]([C:5]1[N:6]=[C:7]([NH:10][C:11]([C:12]2[CH:17]=[CH:16][N:15]3[C:20](=[O:25])[CH2:21][C:22](=[O:23])[N:18]=[C:14]3[CH:13]=2)=[O:19])[S:8][CH:9]=1)([CH3:4])([CH3:2])[CH3:3], predict the reactants needed to synthesize it. The reactants are: [C:1]([C:5]1[N:6]=[C:7]([NH:10][C:11](=[O:19])[C:12]2[CH:17]=[CH:16][N:15]=[C:14]([NH2:18])[CH:13]=2)[S:8][CH:9]=1)([CH3:4])([CH3:3])[CH3:2].[C:20](OC1C=CC(Cl)=C(Cl)C=1Cl)(=[O:25])[CH2:21][C:22]([O-])=[O:23].